This data is from Full USPTO retrosynthesis dataset with 1.9M reactions from patents (1976-2016). The task is: Predict the reactants needed to synthesize the given product. (1) Given the product [F:1][C:2]1[C:7]([CH:8]([CH3:10])[CH3:9])=[CH:6][C:5]([C:11]2[CH:19]=[C:18]3[C:14]([C:15]([CH3:20])=[CH:16][CH2:17]3)=[CH:13][C:12]=2[C:22]([O:24][CH3:25])=[O:23])=[C:4]([O:26][CH3:27])[CH:3]=1, predict the reactants needed to synthesize it. The reactants are: [F:1][C:2]1[C:7]([CH:8]([CH3:10])[CH3:9])=[CH:6][C:5]([C:11]2[CH:19]=[C:18]3[C:14]([C:15](O)([CH3:20])[CH2:16][CH2:17]3)=[CH:13][C:12]=2[C:22]([O:24][CH3:25])=[O:23])=[C:4]([O:26][CH3:27])[CH:3]=1.CC1C=CC(S(O)(=O)=O)=CC=1. (2) Given the product [O:16]1[C:8]2[CH:9]=[CH:10][CH:11]=[CH:12][C:7]=2[CH:1]=[CH:2]1, predict the reactants needed to synthesize it. The reactants are: [CH2:1]([C:7]1[CH:12]=[C:11]([N+]([O-])=O)[CH:10]=[CH:9][C:8]=1[OH:16])[CH:2]=CCCC.C(=O)([O-])[O-].[Na+].[Na+].C1(=O)C=CC(=O)C=C1. (3) Given the product [CH3:13][N:12]([CH2:11][CH2:10][CH:9]([O:8][C:7]1[CH:6]=[CH:5][CH:4]=[CH:3][C:2]=1[CH3:1])[C:14]1[CH:19]=[CH:18][CH:17]=[CH:16][CH:15]=1)[CH3:21], predict the reactants needed to synthesize it. The reactants are: [CH3:1][C:2]1[CH:3]=[CH:4][CH:5]=[CH:6][C:7]=1[O:8][C@@H:9]([C:14]1[CH:15]=[CH:16][CH:17]=[CH:18][CH:19]=1)[CH2:10][CH2:11][NH:12][CH3:13].Cl.[C:21]1(C)C(O)=CC=CC=1.CN(C)CCC(Cl)C1C=CC=CC=1.